This data is from Reaction yield outcomes from USPTO patents with 853,638 reactions. The task is: Predict the reaction yield, written as a fraction of the theoretical maximum amount of product (1.0 means a 100% yield; for example, 0.34 means a 34% yield). (1) The reactants are [Cl:1][C:2]1[CH:3]=[C:4]([N:9]2[CH2:14][CH2:13][NH:12][CH2:11][CH2:10]2)[CH:5]=[CH:6][C:7]=1[Cl:8].N1C(C)=CC=CC=1C.[I-].[K+].Br[CH2:26][CH2:27][CH:28]=[C:29]1[C:35]2[CH:36]=[CH:37][CH:38]=[N:39][C:34]=2[CH2:33][O:32][C:31]2[CH:40]=[CH:41][C:42]([C:44]([OH:47])([CH3:46])[CH3:45])=[CH:43][C:30]1=2. The catalyst is C(O)(C)C. The product is [Cl:1][C:2]1[CH:3]=[C:4]([N:9]2[CH2:14][CH2:13][N:12]([CH2:26][CH2:27][CH:28]=[C:29]3[C:35]4[CH:36]=[CH:37][CH:38]=[N:39][C:34]=4[CH2:33][O:32][C:31]4[CH:40]=[CH:41][C:42]([C:44]([OH:47])([CH3:46])[CH3:45])=[CH:43][C:30]3=4)[CH2:11][CH2:10]2)[CH:5]=[CH:6][C:7]=1[Cl:8]. The yield is 0.690. (2) The reactants are [CH2:1]([NH:7][CH2:8][C:9]1[S:13][C:12](B(O)O)=[CH:11][CH:10]=1)[CH2:2][CH2:3][CH2:4][CH2:5][CH3:6].Br[C:18]1[CH:19]=[C:20]2[C:24](=[C:25]([C:27]([NH2:29])=[O:28])[CH:26]=1)[NH:23][CH:22]=[C:21]2[CH:30]1[CH2:35][CH2:34][N:33]([S:36]([CH2:39][CH3:40])(=[O:38])=[O:37])[CH2:32][CH2:31]1.C([O-])([O-])=O.[K+].[K+]. The catalyst is C1C=CC([P]([Pd]([P](C2C=CC=CC=2)(C2C=CC=CC=2)C2C=CC=CC=2)([P](C2C=CC=CC=2)(C2C=CC=CC=2)C2C=CC=CC=2)[P](C2C=CC=CC=2)(C2C=CC=CC=2)C2C=CC=CC=2)(C2C=CC=CC=2)C2C=CC=CC=2)=CC=1. The product is [CH2:39]([S:36]([N:33]1[CH2:32][CH2:31][CH:30]([C:21]2[C:20]3[C:24](=[C:25]([C:27]([NH2:29])=[O:28])[CH:26]=[C:18]([C:12]4[S:13][C:9]([CH2:8][NH:7][CH2:1][CH2:2][CH2:3][CH2:4][CH2:5][CH3:6])=[CH:10][CH:11]=4)[CH:19]=3)[NH:23][CH:22]=2)[CH2:35][CH2:34]1)(=[O:38])=[O:37])[CH3:40]. The yield is 0.160. (3) The reactants are [CH2:1]([O:8][C:9]1[N:10]=[N:11][C:12]([C:23]#[CH:24])=[CH:13][C:14]=1[O:15][CH2:16][C:17]1[CH:22]=[CH:21][CH:20]=[CH:19][CH:18]=1)[C:2]1[CH:7]=[CH:6][CH:5]=[CH:4][CH:3]=1.Br[C:26]1[CH:31]=[CH:30][C:29]([C:32]([F:35])([F:34])[F:33])=[CH:28][N:27]=1.C(N(CC)CC)C. The catalyst is O1CCCC1.C(OCC)(=O)C.Cl[Pd](Cl)([P](C1C=CC=CC=1)(C1C=CC=CC=1)C1C=CC=CC=1)[P](C1C=CC=CC=1)(C1C=CC=CC=1)C1C=CC=CC=1.[Cu]I. The product is [CH2:1]([O:8][C:9]1[N:10]=[N:11][C:12]([C:23]#[C:24][C:26]2[CH:31]=[CH:30][C:29]([C:32]([F:35])([F:34])[F:33])=[CH:28][N:27]=2)=[CH:13][C:14]=1[O:15][CH2:16][C:17]1[CH:22]=[CH:21][CH:20]=[CH:19][CH:18]=1)[C:2]1[CH:3]=[CH:4][CH:5]=[CH:6][CH:7]=1. The yield is 0.600.